This data is from Full USPTO retrosynthesis dataset with 1.9M reactions from patents (1976-2016). The task is: Predict the reactants needed to synthesize the given product. (1) Given the product [CH3:17][N:18]1[CH:22]=[CH:21][N:20]=[C:19]1[S:23][CH2:15][C:9]1[CH:10]=[CH:11][CH:12]=[C:13]2[C:8]=1[NH:7][C:6]([C:2]1[S:1][CH:5]=[CH:4][N:3]=1)=[CH:14]2, predict the reactants needed to synthesize it. The reactants are: [S:1]1[CH:5]=[CH:4][N:3]=[C:2]1[C:6]1[NH:7][C:8]2[C:13]([CH:14]=1)=[CH:12][CH:11]=[CH:10][C:9]=2[CH2:15]O.[CH3:17][N:18]1[CH:22]=[CH:21][N:20]=[C:19]1[SH:23].C(P(CCCC)CCCC)CCC.N(C(N1CCCCC1)=O)=NC(N1CCCCC1)=O. (2) Given the product [CH:47]1([C:51]2[S:52][CH:53]=[C:54]([C:56]([N:28]3[CH2:29][C:30]4([CH2:35][CH2:34][N:33]([CH2:36][C:37]5[CH:38]=[C:39]([CH2:44][CH2:45][OH:46])[CH:40]=[C:41]([F:43])[CH:42]=5)[CH2:32][CH2:31]4)[O:25][CH2:26][CH2:27]3)=[O:57])[N:55]=2)[CH2:48][CH2:49][CH2:50]1, predict the reactants needed to synthesize it. The reactants are: F[P-](F)(F)(F)(F)F.N1(OC(N(C)C)=[N+](C)C)C2N=CC=CC=2N=N1.[O:25]1[C:30]2([CH2:35][CH2:34][N:33]([CH2:36][C:37]3[CH:38]=[C:39]([CH2:44][CH2:45][OH:46])[CH:40]=[C:41]([F:43])[CH:42]=3)[CH2:32][CH2:31]2)[CH2:29][NH:28][CH2:27][CH2:26]1.[CH:47]1([C:51]2[S:52][CH:53]=[C:54]([C:56](O)=[O:57])[N:55]=2)[CH2:50][CH2:49][CH2:48]1.C(N(CC)CC)C. (3) Given the product [Br:1][C:2]1[CH:3]=[N:4][N:5]2[CH:10]=[CH:9][C:8]([N:11]3[CH2:16][CH2:15][N:14]([C:17]([O:18][CH2:19][CH2:20][O:21][CH3:22])=[O:23])[CH2:13][CH2:12]3)=[N:7][C:6]=12, predict the reactants needed to synthesize it. The reactants are: [Br:1][C:2]1[CH:3]=[N:4][N:5]2[CH:10]=[CH:9][C:8]([N:11]3[CH2:16][CH2:15][NH:14][CH2:13][CH2:12]3)=[N:7][C:6]=12.[C:17](Cl)(=[O:23])[O:18][CH2:19][CH2:20][O:21][CH3:22]. (4) Given the product [CH2:16]([O:8][Si:7]([C:10]1[CH:15]=[CH:14][CH:13]=[CH:12][CH:11]=1)([C:1]1[CH:2]=[CH:3][CH:4]=[CH:5][CH:6]=1)[OH:9])[CH3:17].[CH2:16]([O:8][Si:7]([O:9][CH2:30][CH3:31])([C:10]1[CH:15]=[CH:14][CH:13]=[CH:12][CH:11]=1)[C:1]1[CH:2]=[CH:3][CH:4]=[CH:5][CH:6]=1)[CH3:17], predict the reactants needed to synthesize it. The reactants are: [C:1]1([Si:7]([C:10]2[CH:15]=[CH:14][CH:13]=[CH:12][CH:11]=2)([OH:9])[OH:8])[CH:6]=[CH:5][CH:4]=[CH:3][CH:2]=1.[CH2:16](O[SiH](OCC)OCC)[CH3:17].[SiH2](O)O.O1CC[CH2:31][CH2:30]1. (5) Given the product [CH3:1][C:2]1[CH:3]=[C:4]([CH:16]=[CH:17][C:18]=1[N+:19]([O-:21])=[O:20])[CH2:5][N:6]1[C:10]([O:11][CH:29]([F:31])[F:30])=[CH:9][C:8]([C:12]([F:13])([F:14])[F:15])=[N:7]1, predict the reactants needed to synthesize it. The reactants are: [CH3:1][C:2]1[CH:3]=[C:4]([CH:16]=[CH:17][C:18]=1[N+:19]([O-:21])=[O:20])[CH2:5][N:6]1[C:10]([OH:11])=[CH:9][C:8]([C:12]([F:15])([F:14])[F:13])=[N:7]1.C(=O)([O-])[O-].[K+].[K+].Cl[CH:29]([F:31])[F:30].O. (6) Given the product [C:20]1([C:12]2[CH:17]=[CH:16][CH:15]=[CH:14][C:13]=2[C:18]([NH2:1])=[NH:19])[CH:25]=[CH:24][CH:23]=[CH:22][CH:21]=1, predict the reactants needed to synthesize it. The reactants are: [NH4+:1].[Cl-].C[Al](C)C.C.C[Al](N)Cl.[C:12]1([C:20]2[CH:25]=[CH:24][CH:23]=[CH:22][CH:21]=2)[C:13]([C:18]#[N:19])=[CH:14][CH:15]=[CH:16][CH:17]=1. (7) Given the product [NH2:8][C:9]1[CH:14]=[C:13]([N:15]2[CH2:20][CH2:19][NH:18][CH2:17][CH2:16]2)[C:12]([Cl:28])=[CH:11][C:10]=1[C:29]([O:31][CH3:32])=[O:30], predict the reactants needed to synthesize it. The reactants are: C(OC([NH:8][C:9]1[C:10]([C:29]([O:31][CH3:32])=[O:30])=[CH:11][C:12]([Cl:28])=[C:13]([N:15]2[CH2:20][CH2:19][N:18](C(OC(C)(C)C)=O)[CH2:17][CH2:16]2)[CH:14]=1)=O)(C)(C)C.C(O)(C(F)(F)F)=O. (8) Given the product [CH3:1][O:2][C:3]1[C:15]2[N:14]([CH3:16])[C:13]3[C:12](=[O:17])[N:11]([CH3:18])[CH2:10][CH2:9][C:8]=3[C:7]=2[C:6]([C:19]([O:21][C:24]2[CH:23]=[CH:22][C:27]([N+:28]([O-:30])=[O:29])=[CH:26][CH:25]=2)=[O:20])=[CH:5][CH:4]=1, predict the reactants needed to synthesize it. The reactants are: [CH3:1][O:2][C:3]1[C:15]2[N:14]([CH3:16])[C:13]3[C:12](=[O:17])[N:11]([CH3:18])[CH2:10][CH2:9][C:8]=3[C:7]=2[C:6]([C:19]([OH:21])=[O:20])=[CH:5][CH:4]=1.[CH:22]1[C:27]([N+:28]([O-:30])=[O:29])=[CH:26][CH:25]=[C:24](O)[CH:23]=1.CCN=C=NCCCN(C)C.Cl.O.